Dataset: Reaction yield outcomes from USPTO patents with 853,638 reactions. Task: Predict the reaction yield, written as a fraction of the theoretical maximum amount of product (1.0 means a 100% yield; for example, 0.34 means a 34% yield). (1) The reactants are C([O:3][C:4]([C:6]1[N:7]=[C:8]([C:12]2[CH:17]=[CH:16][CH:15]=[CH:14][CH:13]=2)[O:9][C:10]=1[Cl:11])=[O:5])C.O1CCCC1.CO.[H-].[OH-].[Li+]. The catalyst is O. The product is [Cl:11][C:10]1[O:9][C:8]([C:12]2[CH:17]=[CH:16][CH:15]=[CH:14][CH:13]=2)=[N:7][C:6]=1[C:4]([OH:5])=[O:3]. The yield is 0.880. (2) The reactants are Br[C:2]1[CH:7]=[C:6]([CH3:8])[CH:5]=[CH:4][C:3]=1[O:9][CH3:10].C([Li])CCC.C[O:17][B:18](OC)[O:19]C.Cl. The catalyst is C1COCC1. The product is [CH3:8][C:6]1[CH:5]=[CH:4][C:3]([O:9][CH3:10])=[C:2]([B:18]([OH:19])[OH:17])[CH:7]=1. The yield is 0.890. (3) The reactants are [Cl:1][C:2]1[CH:7]=[C:6]([O:8][CH2:9][C:10]([F:13])([F:12])[F:11])[CH:5]=[CH:4][C:3]=1[C:14](=O)[CH3:15].[CH3:17][C:18]([S@:21]([NH2:23])=[O:22])([CH3:20])[CH3:19]. No catalyst specified. The product is [Cl:1][C:2]1[CH:7]=[C:6]([O:8][CH2:9][C:10]([F:13])([F:12])[F:11])[CH:5]=[CH:4][C:3]=1[CH:14]([NH:23][S@@:21]([C:18]([CH3:20])([CH3:19])[CH3:17])=[O:22])[CH3:15]. The yield is 0.720.